Task: Predict the product of the given reaction.. Dataset: Forward reaction prediction with 1.9M reactions from USPTO patents (1976-2016) (1) Given the reactants [CH3:1][O:2][C:3](=[O:12])[C:4]1[CH:9]=[CH:8][C:7]([CH:10]=[O:11])=[CH:6][CH:5]=1.C[Si](C)(C)[C:15]([F:18])([F:17])[F:16].Cl.C(=O)(O)[O-].[Na+], predict the reaction product. The product is: [CH3:1][O:2][C:3](=[O:12])[C:4]1[CH:9]=[CH:8][C:7]([CH:10]([OH:11])[C:15]([F:18])([F:17])[F:16])=[CH:6][CH:5]=1. (2) Given the reactants [CH3:1][O:2][C:3](=[O:27])[CH2:4][CH:5]1[CH2:10][CH2:9][CH:8]([O:11][CH:12]2[CH2:16][CH2:15][N:14](C(OCC3C=CC=CC=3)=O)[CH2:13]2)[CH2:7][CH2:6]1, predict the reaction product. The product is: [NH:14]1[CH2:15][CH2:16][CH:12]([O:11][CH:8]2[CH2:7][CH2:6][CH:5]([CH2:4][C:3]([O:2][CH3:1])=[O:27])[CH2:10][CH2:9]2)[CH2:13]1.